From a dataset of Full USPTO retrosynthesis dataset with 1.9M reactions from patents (1976-2016). Predict the reactants needed to synthesize the given product. (1) Given the product [CH3:9][O:8][C:6]1[CH:7]=[C:2]([P:14](=[O:16])([CH3:15])[CH3:13])[CH:3]=[CH:4][C:5]=1[N+:10]([O-:12])=[O:11], predict the reactants needed to synthesize it. The reactants are: Cl[C:2]1[CH:3]=[CH:4][C:5]([N+:10]([O-:12])=[O:11])=[C:6]([O:8][CH3:9])[CH:7]=1.[CH3:13][PH:14](=[O:16])[CH3:15].CC1(C)C2C(=C(P(C3C=CC=CC=3)C3C=CC=CC=3)C=CC=2)OC2C(P(C3C=CC=CC=3)C3C=CC=CC=3)=CC=CC1=2.P([O-])([O-])([O-])=O.[K+].[K+].[K+]. (2) Given the product [CH3:1][C:2]1[C:3]([C:16]([C:18]2[CH:26]=[CH:25][C:21]([C:22](=[N:28][OH:29])[OH:23])=[CH:20][CH:19]=2)=[O:17])=[CH:4][C:5]2[C:6]([CH3:15])([CH3:14])[CH2:7][CH2:8][C:9]([CH3:13])([CH3:12])[C:10]=2[CH:11]=1, predict the reactants needed to synthesize it. The reactants are: [CH3:1][C:2]1[C:3]([C:16]([C:18]2[CH:26]=[CH:25][C:21]([C:22](O)=[O:23])=[CH:20][CH:19]=2)=[O:17])=[CH:4][C:5]2[C:6]([CH3:15])([CH3:14])[CH2:7][CH2:8][C:9]([CH3:13])([CH3:12])[C:10]=2[CH:11]=1.Cl.[NH2:28][OH:29]. (3) Given the product [CH:7]1([CH2:10][N:12]2[CH2:17][CH2:16][NH:15][CH2:14][CH2:13]2)[CH2:9][CH2:8]1, predict the reactants needed to synthesize it. The reactants are: [H-].[Al+3].[Li+].[H-].[H-].[H-].[CH:7]1([C:10]([N:12]2[CH2:17][CH2:16][NH:15][CH2:14][CH2:13]2)=O)[CH2:9][CH2:8]1.O.[OH-].[Na+]. (4) Given the product [CH2:18]([N:10]1[C@@H:8]([CH3:9])[C@H:7]([CH3:21])[N:5]2[N:4]=[CH:3][C:2]([Br:1])=[C:6]2[CH2:11]1)[C:17]1[CH:16]=[CH:15][CH:14]=[CH:13][CH:12]=1, predict the reactants needed to synthesize it. The reactants are: [Br:1][C:2]1[CH:3]=[N:4][N:5]([C@@H:7]([CH3:21])[C@@H:8]([N:10]2[C:18](=O)[C:17]3[C:12](=[CH:13][CH:14]=[CH:15][CH:16]=3)[C:11]2=O)[CH3:9])[CH:6]=1.C=O.FC(F)(F)C(O)=O.